From a dataset of Catalyst prediction with 721,799 reactions and 888 catalyst types from USPTO. Predict which catalyst facilitates the given reaction. (1) Reactant: [Cl:1][C:2]1[CH:10]=[CH:9][C:5]([C:6](O)=[O:7])=[CH:4][C:3]=1[O:11][CH3:12].B.C1COCC1. Product: [Cl:1][C:2]1[CH:10]=[CH:9][C:5]([CH2:6][OH:7])=[CH:4][C:3]=1[O:11][CH3:12]. The catalyst class is: 1. (2) Reactant: C(O)C.[CH:4]([C:7]1[CH:8]=[CH:9][C:10]([CH3:45])=[C:11]([N:13]2[CH2:44][CH2:43][C:16]3[N:17]=[C:18]([C:23]4[CH:31]=[CH:30][CH:29]=[C:28]5[C:24]=4[C:25]([CH3:42])=[CH:26][N:27]5[S:32]([C:35]4[CH:41]=[CH:40][C:38]([CH3:39])=[CH:37][CH:36]=4)(=[O:34])=[O:33])[N:19]=[C:20](OC)[C:15]=3[CH2:14]2)[CH:12]=1)([CH3:6])[CH3:5].Cl.[Cl-].[Cl:48]C=[N+](C)C. Product: [Cl:48][C:20]1[C:15]2[CH2:14][N:13]([C:11]3[CH:12]=[C:7]([CH:4]([CH3:6])[CH3:5])[CH:8]=[CH:9][C:10]=3[CH3:45])[CH2:44][CH2:43][C:16]=2[N:17]=[C:18]([C:23]2[CH:31]=[CH:30][CH:29]=[C:28]3[C:24]=2[C:25]([CH3:42])=[CH:26][N:27]3[S:32]([C:35]2[CH:41]=[CH:40][C:38]([CH3:39])=[CH:37][CH:36]=2)(=[O:33])=[O:34])[N:19]=1. The catalyst class is: 503. (3) Reactant: [CH3:1][O:2][C:3]([C:5]1[S:6][C:7]([CH:13]([OH:15])[CH3:14])=[C:8]2[CH2:12][CH2:11][CH2:10][C:9]=12)=[O:4]. Product: [CH3:1][O:2][C:3]([C:5]1[S:6][C:7]([C:13](=[O:15])[CH3:14])=[C:8]2[CH2:12][CH2:11][CH2:10][C:9]=12)=[O:4]. The catalyst class is: 327. (4) Reactant: [NH2:1][C@H:2]1[CH2:7][CH2:6][C@H:5]([NH:8][C:9]2[CH:10]=[C:11]([N:28]([CH:38]3[CH2:40][CH2:39]3)CC3C=CC(OC)=CC=3)[C:12]3[N:13]([C:15]([C:18]([NH:20][C:21]4[CH:26]=[CH:25][N:24]=[C:23]([F:27])[CH:22]=4)=[O:19])=[CH:16][N:17]=3)[N:14]=2)[CH2:4][CH2:3]1.CCN(C(C)C)C(C)C.Br[CH2:51][CH2:52][O:53][CH2:54][CH2:55]Br.C(O)(C(F)(F)F)=O. Product: [CH:38]1([NH:28][C:11]2[C:12]3[N:13]([C:15]([C:18]([NH:20][C:21]4[CH:26]=[CH:25][N:24]=[C:23]([F:27])[CH:22]=4)=[O:19])=[CH:16][N:17]=3)[N:14]=[C:9]([NH:8][C@H:5]3[CH2:6][CH2:7][C@H:2]([N:1]4[CH2:55][CH2:54][O:53][CH2:52][CH2:51]4)[CH2:3][CH2:4]3)[CH:10]=2)[CH2:39][CH2:40]1. The catalyst class is: 26. (5) Reactant: [F:1][C:2]([F:14])([F:13])[CH2:3]/[CH:4]=[CH:5]/[C:6]1([OH:12])[CH2:11][CH2:10][NH:9][CH2:8][CH2:7]1.[S:15]1[C:19]2=[CH:20][CH:21]=[CH:22][C:23]([S:24]([NH:27][C:28]3[CH:36]=[CH:35][C:31]([C:32](O)=[O:33])=[CH:30][CH:29]=3)(=[O:26])=[O:25])=[C:18]2[N:17]=[CH:16]1.CCN(C(C)C)C(C)C.CN(C(ON1N=NC2C=CC=NC1=2)=[N+](C)C)C.F[P-](F)(F)(F)(F)F. Product: [OH:12][C:6]1(/[CH:5]=[CH:4]/[CH2:3][C:2]([F:1])([F:13])[F:14])[CH2:7][CH2:8][N:9]([C:32]([C:31]2[CH:30]=[CH:29][C:28]([NH:27][S:24]([C:23]3[CH:22]=[CH:21][CH:20]=[C:19]4[S:15][CH:16]=[N:17][C:18]=34)(=[O:26])=[O:25])=[CH:36][CH:35]=2)=[O:33])[CH2:10][CH2:11]1. The catalyst class is: 2. (6) Reactant: [I:1][C:2]1[CH:7]=[CH:6][N:5]=[C:4](F)[CH:3]=1.[NH2:9][CH2:10][CH2:11][CH2:12][N:13]1[CH2:18][CH2:17][O:16][CH2:15][CH2:14]1. Product: [I:1][C:2]1[CH:7]=[CH:6][N:5]=[C:4]([NH:9][CH2:10][CH2:11][CH2:12][N:13]2[CH2:18][CH2:17][O:16][CH2:15][CH2:14]2)[CH:3]=1. The catalyst class is: 80. (7) Reactant: I[CH2:2][CH2:3][C:4]1[O:9][C:8]2[CH:10]=[CH:11][CH:12]=[CH:13][C:7]=2[O:6][CH:5]=1.[C:14]1(=[O:24])[NH:18][C:17](=[O:19])[C:16]2=[CH:20][CH:21]=[CH:22][CH:23]=[C:15]12.[K]. Product: [O:9]1[C:8]2[CH:10]=[CH:11][CH:12]=[CH:13][C:7]=2[O:6][CH:5]=[C:4]1[CH2:3][CH2:2][N:18]1[C:14](=[O:24])[C:15]2[C:16](=[CH:20][CH:21]=[CH:22][CH:23]=2)[C:17]1=[O:19]. The catalyst class is: 9.